Dataset: Full USPTO retrosynthesis dataset with 1.9M reactions from patents (1976-2016). Task: Predict the reactants needed to synthesize the given product. (1) Given the product [CH2:27]([C:11]1[C:12]([C:14]2[CH:19]=[CH:18][C:17]([C:20]([CH2:34][CH3:35])([OH:23])[CH2:21][CH3:22])=[CH:16][C:15]=2[CH2:24][CH2:25][CH3:26])=[CH:13][C:8]([O:7][CH2:6][C:5]2[CH:29]=[CH:30][C:31]([CH2:32][OH:33])=[C:3]([CH2:2][OH:1])[CH:4]=2)=[CH:9][CH:10]=1)[CH3:28], predict the reactants needed to synthesize it. The reactants are: [OH:1][CH2:2][C:3]1[CH:4]=[C:5]([CH:29]=[CH:30][C:31]=1[CH2:32][OH:33])[CH2:6][O:7][C:8]1[CH:9]=[CH:10][C:11]([CH2:27][CH3:28])=[C:12]([C:14]2[CH:19]=[CH:18][C:17]([C:20](=[O:23])[CH2:21][CH3:22])=[CH:16][C:15]=2[CH2:24][CH2:25][CH3:26])[CH:13]=1.[CH2:34]([Mg]Br)[CH3:35]. (2) Given the product [NH2:30][CH2:29][CH2:28][C:24]1[CH:23]=[C:22]([N:7]2[C:8]([NH:10][C:11]([NH:13][C:14]3[CH:19]=[CH:18][CH:17]=[C:16]([Cl:20])[C:15]=3[Cl:21])=[O:12])=[CH:9][C:5]([C:1]([CH3:4])([CH3:3])[CH3:2])=[N:6]2)[CH:27]=[CH:26][CH:25]=1, predict the reactants needed to synthesize it. The reactants are: [C:1]([C:5]1[CH:9]=[C:8]([NH:10][C:11]([NH:13][C:14]2[CH:19]=[CH:18][CH:17]=[C:16]([Cl:20])[C:15]=2[Cl:21])=[O:12])[N:7]([C:22]2[CH:27]=[CH:26][CH:25]=[C:24]([CH2:28][CH2:29][NH:30]C(=O)C(F)(F)F)[CH:23]=2)[N:6]=1)([CH3:4])([CH3:3])[CH3:2].C(=O)([O-])[O-].[K+].[K+]. (3) Given the product [CH3:1][O:2][C:3]1[CH:4]=[C:5]2[C:10](=[CH:11][C:12]=1[O:13][CH3:14])[N:9]=[CH:8][CH:7]=[C:6]2[O:15][C:16]1[CH:22]=[CH:21][C:19]([NH:20][C:38](=[O:40])[O:56][CH:54]([C:53]2[CH:57]=[CH:58][CH:59]=[CH:60][C:52]=2[O:51][CH2:49][CH3:50])[CH3:55])=[CH:18][CH:17]=1, predict the reactants needed to synthesize it. The reactants are: [CH3:1][O:2][C:3]1[CH:4]=[C:5]2[C:10](=[CH:11][C:12]=1[O:13][CH3:14])[N:9]=[CH:8][CH:7]=[C:6]2[O:15][C:16]1[CH:22]=[CH:21][C:19]([NH2:20])=[CH:18][CH:17]=1.C1(C)C=CC=CC=1.C(N(CC)CC)C.Cl[C:38](Cl)([O:40]C(=O)OC(Cl)(Cl)Cl)Cl.[CH2:49]([O:51][C:52]1[CH:60]=[CH:59][CH:58]=[CH:57][C:53]=1[CH:54]([OH:56])[CH3:55])[CH3:50].